From a dataset of Forward reaction prediction with 1.9M reactions from USPTO patents (1976-2016). Predict the product of the given reaction. (1) Given the reactants Cl.C[O:3][C:4](=[O:24])[C@H:5]([CH2:7][C:8]1[CH:13]=[CH:12][C:11]([O:14][CH2:15][C:16]2[C:21]([Cl:22])=[CH:20][CH:19]=[CH:18][C:17]=2[Cl:23])=[CH:10][CH:9]=1)[NH2:6].[N:25]1[CH:30]=[CH:29][CH:28]=[CH:27][C:26]=1[C:31](O)=[O:32], predict the reaction product. The product is: [N:25]1[CH:30]=[CH:29][CH:28]=[CH:27][C:26]=1[C:31]([NH:6][C@H:5]([C:4]([OH:3])=[O:24])[CH2:7][C:8]1[CH:13]=[CH:12][C:11]([O:14][CH2:15][C:16]2[C:21]([Cl:22])=[CH:20][CH:19]=[CH:18][C:17]=2[Cl:23])=[CH:10][CH:9]=1)=[O:32]. (2) Given the reactants [C:1]1([CH:13]2[CH2:18][CH2:17][N:16](C([O:21][CH2:22][C:23]3C=CC=CC=3)=O)[CH2:15][CH2:14]2)[N:2]=[N:3][N:4]2[C:9]=1[C:8]1[CH:10]=[CH:11][NH:12][C:7]=1[N:6]=[CH:5]2.O.C([OH:32])C, predict the reaction product. The product is: [C:22]([OH:32])(=[O:21])[CH3:23].[NH:16]1[CH2:15][CH2:14][CH:13]([C:1]2[N:2]=[N:3][N:4]3[C:9]=2[C:8]2[CH:10]=[CH:11][NH:12][C:7]=2[N:6]=[CH:5]3)[CH2:18][CH2:17]1.